Dataset: Forward reaction prediction with 1.9M reactions from USPTO patents (1976-2016). Task: Predict the product of the given reaction. (1) Given the reactants [Cl:1][C:2]1[C:19]([Cl:20])=[CH:18][C:5]2[N:6]([C@H:9]3[CH2:14][C@H:13]([OH:15])[C@@H:12]([CH2:16][OH:17])[O:11][CH2:10]3)[CH:7]=[N:8][C:4]=2[CH:3]=1.CN(C=O)C.N1C=CN=C1.[Si:31](Cl)([C:34]([CH3:37])([CH3:36])[CH3:35])([CH3:33])[CH3:32], predict the reaction product. The product is: [Cl:1][C:2]1[C:19]([Cl:20])=[CH:18][C:5]2[N:6]([C@H:9]3[CH2:14][C@H:13]([OH:15])[C@@H:12]([CH2:16][O:17][Si:31]([C:34]([CH3:37])([CH3:36])[CH3:35])([CH3:33])[CH3:32])[O:11][CH2:10]3)[CH:7]=[N:8][C:4]=2[CH:3]=1. (2) Given the reactants [N:1]1[CH:6]=[C:5]([CH:7]([OH:16])[C:8]2[N:9]=[CH:10][N:11]3[CH:15]=[CH:14][S:13][C:12]=23)[CH:4]=[N:3][CH:2]=1.[CH2:17]([Sn:21](Cl)([CH2:26][CH2:27][CH2:28][CH3:29])[CH2:22][CH2:23][CH2:24][CH3:25])[CH2:18][CH2:19][CH3:20].C[Si]([N-][Si](C)(C)C)(C)C.[Li+].C1COCC1, predict the reaction product. The product is: [N:1]1[CH:6]=[C:5]([C:7]([C:8]2[N:9]=[CH:10][N:11]3[CH:15]=[C:14]([Sn:21]([CH2:22][CH2:23][CH2:24][CH3:25])([CH2:26][CH2:27][CH2:28][CH3:29])[CH2:17][CH2:18][CH2:19][CH3:20])[S:13][C:12]=23)=[O:16])[CH:4]=[N:3][CH:2]=1.